From a dataset of Rat liver microsome stability data. Regression/Classification. Given a drug SMILES string, predict its absorption, distribution, metabolism, or excretion properties. Task type varies by dataset: regression for continuous measurements (e.g., permeability, clearance, half-life) or binary classification for categorical outcomes (e.g., BBB penetration, CYP inhibition). Dataset: rlm. The compound is Cc1ccc2c(c1)n(C)c(=N)n2CCOc1ccc(Cl)cc1. The result is 1 (stable in rat liver microsomes).